From a dataset of Forward reaction prediction with 1.9M reactions from USPTO patents (1976-2016). Predict the product of the given reaction. (1) Given the reactants [CH3:1][C:2]1[N:7]=[C:6]([C:8]2[N:9]=[C:10]([C:17]3[CH:18]=[N:19][CH:20]=[C:21]([C:23]#[C:24][Si](C)(C)C)[CH:22]=3)[C:11]3[CH:16]=[CH:15][NH:14][C:12]=3[N:13]=2)[CH:5]=[CH:4][CH:3]=1.CCCC[N+](CCCC)(CCCC)CCCC.[F-], predict the reaction product. The product is: [C:23]([C:21]1[CH:22]=[C:17]([C:10]2[C:11]3[CH:16]=[CH:15][NH:14][C:12]=3[N:13]=[C:8]([C:6]3[CH:5]=[CH:4][CH:3]=[C:2]([CH3:1])[N:7]=3)[N:9]=2)[CH:18]=[N:19][CH:20]=1)#[CH:24]. (2) Given the reactants C(OC([N:8]1[CH2:12][CH2:11][CH2:10][CH:9]1[C:13]1[NH:14][C:15]([C:18]2[CH:27]=[CH:26][C:25]3[C:20](=[CH:21][CH:22]=[C:23]([Br:28])[CH:24]=3)[CH:19]=2)=[CH:16][N:17]=1)=O)(C)(C)C.FC(F)(F)C(O)=O, predict the reaction product. The product is: [Br:28][C:23]1[CH:24]=[C:25]2[C:20](=[CH:21][CH:22]=1)[CH:19]=[C:18]([C:15]1[NH:14][C:13]([CH:9]3[CH2:10][CH2:11][CH2:12][NH:8]3)=[N:17][CH:16]=1)[CH:27]=[CH:26]2. (3) The product is: [Cl:1][C:2]1[CH:3]=[CH:4][C:5]([OH:11])=[C:6]([CH:10]=1)[C:7]([NH:12][C:13]1[S:14][CH:15]=[C:16]([C:18]2[C:19]([F:28])=[C:20]([F:27])[C:21]([F:26])=[C:22]([F:25])[C:23]=2[F:24])[N:17]=1)=[O:9]. Given the reactants [Cl:1][C:2]1[CH:10]=[C:6]([C:7]([OH:9])=O)[C:5]([OH:11])=[CH:4][CH:3]=1.[NH2:12][C:13]1[S:14][CH:15]=[C:16]([C:18]2[C:23]([F:24])=[C:22]([F:25])[C:21]([F:26])=[C:20]([F:27])[C:19]=2[F:28])[N:17]=1, predict the reaction product. (4) Given the reactants Br[C:2]1[N:7]=[C:6]([NH:8][C:9]2[CH:14]=[C:13]([C:15]([F:18])([F:17])[F:16])[CH:12]=[CH:11][N:10]=2)[CH:5]=[C:4]([CH3:19])[CH:3]=1.CC1(C)C(C)(C)OB([C:28]2[S:32][CH:31]=[N:30][CH:29]=2)O1, predict the reaction product. The product is: [CH3:19][C:4]1[CH:3]=[C:2]([C:28]2[S:32][CH:31]=[N:30][CH:29]=2)[N:7]=[C:6]([NH:8][C:9]2[CH:14]=[C:13]([C:15]([F:18])([F:17])[F:16])[CH:12]=[CH:11][N:10]=2)[CH:5]=1. (5) Given the reactants [N:1]1[CH:6]=[CH:5][CH:4]=[C:3]([CH2:7][NH:8][C:9]([C:11]2[N:20]3[C:14]([CH2:15][NH:16][C:17]4[CH:24]=[CH:23][CH:22]=[CH:21][C:18]=4[CH2:19]3)=[CH:13][CH:12]=2)=[O:10])[CH:2]=1.C(N(CC)C(C)C)(C)C.[C:34]([C:38]1[CH:48]=[CH:47][C:41]([O:42][CH2:43][C:44](Cl)=[O:45])=[CH:40][CH:39]=1)([CH3:37])([CH3:36])[CH3:35], predict the reaction product. The product is: [C:34]([C:38]1[CH:48]=[CH:47][C:41]([O:42][CH2:43][C:44]([N:16]2[C:17]3[CH:24]=[CH:23][CH:22]=[CH:21][C:18]=3[CH2:19][N:20]3[C:11]([C:9]([NH:8][CH2:7][C:3]4[CH:2]=[N:1][CH:6]=[CH:5][CH:4]=4)=[O:10])=[CH:12][CH:13]=[C:14]3[CH2:15]2)=[O:45])=[CH:40][CH:39]=1)([CH3:37])([CH3:35])[CH3:36]. (6) The product is: [C:26]([OH:29])(=[O:28])[CH3:27].[NH:1]1[CH2:6][CH2:5][CH:4]([NH:7][C:8]([C:10]2[C:14]([NH:15][C:16](=[O:25])[C:17]3[C:22]([Cl:23])=[CH:21][CH:20]=[CH:19][C:18]=3[Cl:24])=[CH:13][NH:12][N:11]=2)=[O:9])[CH2:3][CH2:2]1. Given the reactants [NH:1]1[CH2:6][CH2:5][CH:4]([NH:7][C:8]([C:10]2[C:14]([NH:15][C:16](=[O:25])[C:17]3[C:22]([Cl:23])=[CH:21][CH:20]=[CH:19][C:18]=3[Cl:24])=[CH:13][NH:12][N:11]=2)=[O:9])[CH2:3][CH2:2]1.[C:26]([OH:29])(=[O:28])[CH3:27], predict the reaction product.